From a dataset of Forward reaction prediction with 1.9M reactions from USPTO patents (1976-2016). Predict the product of the given reaction. (1) Given the reactants Br[C:2]1[C:7]([C:8]([F:11])([F:10])[F:9])=[CH:6][CH:5]=[CH:4][N:3]=1.CC(C[CH:16](O)[CH2:17][OH:18])C.C([O-])C.[Na+].O, predict the reaction product. The product is: [CH2:17]([O:18][C:2]1[C:7]([C:8]([F:11])([F:10])[F:9])=[CH:6][CH:5]=[CH:4][N:3]=1)[CH3:16]. (2) Given the reactants C(OC(=O)[NH:7][C:8]1[CH:13]=[CH:12][CH:11]=[CH:10][C:9]=1[NH:14][C:15]([C:17]1[O:18][C:19]2[CH:25]=[CH:24][C:23]([CH2:26][CH2:27][OH:28])=[CH:22][C:20]=2[CH:21]=1)=[O:16])(C)(C)C.Cl, predict the reaction product. The product is: [NH2:7][C:8]1[CH:13]=[CH:12][CH:11]=[CH:10][C:9]=1[NH:14][C:15]([C:17]1[O:18][C:19]2[CH:25]=[CH:24][C:23]([CH2:26][CH2:27][OH:28])=[CH:22][C:20]=2[CH:21]=1)=[O:16].